From a dataset of Reaction yield outcomes from USPTO patents with 853,638 reactions. Predict the reaction yield, written as a fraction of the theoretical maximum amount of product (1.0 means a 100% yield; for example, 0.34 means a 34% yield). (1) The reactants are [Cl:1][C:2]1[CH:3]=[CH:4][C:5]([N+:11]([O-:13])=[O:12])=[C:6]([CH:10]=1)[C:7]([OH:9])=O.Cl.[C:15]([O:19][C:20](=[O:25])[C@@H:21]([NH2:24])[CH2:22][CH3:23])([CH3:18])([CH3:17])[CH3:16].C1C=CC2N(O)N=NC=2C=1.C(N(C(C)C)CC)(C)C. The catalyst is O1CCCC1.CN(C1C=CN=CC=1)C.C(Cl)CCl. The product is [C:15]([O:19][C:20](=[O:25])[C@@H:21]([NH:24][C:7](=[O:9])[C:6]1[CH:10]=[C:2]([Cl:1])[CH:3]=[CH:4][C:5]=1[N+:11]([O-:13])=[O:12])[CH2:22][CH3:23])([CH3:17])([CH3:16])[CH3:18]. The yield is 0.680. (2) The reactants are [NH2:1][NH2:2].[CH3:3][NH:4][S:5]([C:8]1[CH:9]=[C:10]([CH:15]=[CH:16][CH:17]=1)[C:11](OC)=[O:12])(=[O:7])=[O:6]. The catalyst is CO. The product is [NH:1]([C:11]([C:10]1[CH:9]=[C:8]([S:5]([NH:4][CH3:3])(=[O:7])=[O:6])[CH:17]=[CH:16][CH:15]=1)=[O:12])[NH2:2]. The yield is 0.743. (3) The reactants are Cl[C:2]1[N:10]=[CH:9][C:8]([N+:11]([O-:13])=[O:12])=[CH:7][C:3]=1[C:4]([OH:6])=[O:5].[CH3:14][O-:15].[Na+].[Na]. The catalyst is CO. The product is [CH3:14][O:15][C:2]1[N:10]=[CH:9][C:8]([N+:11]([O-:13])=[O:12])=[CH:7][C:3]=1[C:4]([OH:6])=[O:5]. The yield is 0.730. (4) The reactants are [CH3:1][CH:2]1[CH2:11][CH2:10][C:9]2[C:4](=[CH:5][CH:6]=[CH:7][C:8]=2[O:12][C:13]2[CH:18]=[CH:17][CH:16]=[CH:15][CH:14]=2)[NH:3]1.[Br:19]N1C(=O)CCC1=O. The catalyst is C(#N)C. The product is [Br:19][C:7]1[C:8]([O:12][C:13]2[CH:18]=[CH:17][CH:16]=[CH:15][CH:14]=2)=[C:9]2[C:4](=[CH:5][CH:6]=1)[NH:3][CH:2]([CH3:1])[CH2:11][CH2:10]2. The yield is 0.790. (5) The reactants are O1C2(C[CH2:9][CH:8]([N:11]3[C:16](=[O:17])[C:15]([CH2:18][C:19]4[CH:24]=[CH:23][C:22]([C:25]5[C:26]([C:32]#[N:33])=[CH:27][C:28]([F:31])=[CH:29][CH:30]=5)=[CH:21][CH:20]=4)=[C:14]([CH2:34][CH2:35][CH3:36])[N:13]4[N:37]=[C:38]([CH3:40])[N:39]=[C:12]34)[CH2:7][CH2:6]2)OCC1.Cl.O1CC[CH2:44][CH2:43]1.[C:47]([O:50][CH2:51][CH3:52])(=[O:49])[CH3:48]. No catalyst specified. The product is [CH3:52][CH:51]1[CH:43]([CH3:44])[O:49][C:47]2([CH2:6][CH2:7][CH:8]([N:11]3[C:16](=[O:17])[C:15]([CH2:18][C:19]4[CH:20]=[CH:21][C:22]([C:25]5[C:26]([C:32]#[N:33])=[CH:27][C:28]([F:31])=[CH:29][CH:30]=5)=[CH:23][CH:24]=4)=[C:14]([CH2:34][CH2:35][CH3:36])[N:13]4[N:37]=[C:38]([CH3:40])[N:39]=[C:12]34)[CH2:9][CH2:48]2)[O:50]1. The yield is 1.00. (6) The reactants are [NH2:1][C@H:2]1[CH2:6][CH2:5][N:4]([C:7]2[CH:19]=[CH:18][C:10]([C:11]([O:13][C:14]([CH3:17])([CH3:16])[CH3:15])=[O:12])=[CH:9][CH:8]=2)[CH2:3]1.CCN(CC)CC.Cl.[C:28](Cl)(=[O:35])[C:29]1[CH:34]=[CH:33][CH:32]=[N:31][CH:30]=1. The catalyst is C(Cl)Cl. The product is [C:28]([NH:1][C@H:2]1[CH2:6][CH2:5][N:4]([C:7]2[CH:19]=[CH:18][C:10]([C:11]([O:13][C:14]([CH3:16])([CH3:15])[CH3:17])=[O:12])=[CH:9][CH:8]=2)[CH2:3]1)(=[O:35])[C:29]1[CH:34]=[CH:33][CH:32]=[N:31][CH:30]=1. The yield is 0.790. (7) The reactants are [C:1]([CH:3]1[CH2:6][N:5]([C:7](=[O:40])[C@H:8]([NH:10][C:11]([C:13]2[C:21]3[C:16](=[N:17][CH:18]=[C:19]([C:22]4[C:30]5[C:25](=[CH:26][C:27]([Cl:31])=[CH:28][CH:29]=5)[NH:24][N:23]=4)[N:20]=3)[N:15]([CH2:32][O:33][CH2:34][CH2:35][Si:36]([CH3:39])([CH3:38])[CH3:37])[CH:14]=2)=[O:12])[CH3:9])[CH2:4]1)#[N:2].[H-].[Na+].Br[CH2:44][CH2:45][O:46][CH:47]1[CH2:52][CH2:51][CH2:50][CH2:49][O:48]1. The catalyst is CN(C=O)C. The product is [C:1]([CH:3]1[CH2:6][N:5]([C:7](=[O:40])[C@H:8]([NH:10][C:11]([C:13]2[C:21]3[C:16](=[N:17][CH:18]=[C:19]([C:22]4[C:30]5[C:25](=[CH:26][C:27]([Cl:31])=[CH:28][CH:29]=5)[N:24]([CH2:44][CH2:45][O:46][CH:47]5[CH2:52][CH2:51][CH2:50][CH2:49][O:48]5)[N:23]=4)[N:20]=3)[N:15]([CH2:32][O:33][CH2:34][CH2:35][Si:36]([CH3:39])([CH3:38])[CH3:37])[CH:14]=2)=[O:12])[CH3:9])[CH2:4]1)#[N:2]. The yield is 0.940.